This data is from Reaction yield outcomes from USPTO patents with 853,638 reactions. The task is: Predict the reaction yield, written as a fraction of the theoretical maximum amount of product (1.0 means a 100% yield; for example, 0.34 means a 34% yield). (1) The reactants are Cl[C:2]1[N:3]=[C:4]([N:13]2[CH2:18][CH2:17][O:16][CH2:15][CH2:14]2)[C:5]2[O:11][C@H:10]([CH3:12])[CH2:9][O:8][C:6]=2[N:7]=1.CC1(C)C(C)(C)OB([C:27]2[CH:28]=[N:29][C:30]([NH2:33])=[N:31][CH:32]=2)O1.[O-]P([O-])([O-])=O.[K+].[K+].[K+]. The catalyst is C(O)CCC.O.CC([O-])=O.CC([O-])=O.[Pd+2]. The product is [CH3:12][C@@H:10]1[CH2:9][O:8][C:6]2[N:7]=[C:2]([C:27]3[CH:28]=[N:29][C:30]([NH2:33])=[N:31][CH:32]=3)[N:3]=[C:4]([N:13]3[CH2:18][CH2:17][O:16][CH2:15][CH2:14]3)[C:5]=2[O:11]1. The yield is 0.290. (2) The reactants are [NH2:1][C:2]1[S:3][C:4]([CH3:11])=[C:5]([C:7]([O:9]C)=[O:8])[N:6]=1.[Cl:12][C:13]1[S:17][C:16]([S:18](Cl)(=[O:20])=[O:19])=[CH:15][C:14]=1[C:22]1[CH:27]=[C:26]([F:28])[CH:25]=[CH:24][C:23]=1[F:29]. No catalyst specified. The product is [Cl:12][C:13]1[S:17][C:16]([S:18]([NH:1][C:2]2[S:3][C:4]([CH3:11])=[C:5]([C:7]([OH:9])=[O:8])[N:6]=2)(=[O:20])=[O:19])=[CH:15][C:14]=1[C:22]1[CH:27]=[C:26]([F:28])[CH:25]=[CH:24][C:23]=1[F:29]. The yield is 0.210. (3) The reactants are [Br:1][C:2]1[CH:3]=[CH:4][C:5](=[O:11])[N:6]([CH:8]([F:10])[F:9])[CH:7]=1.[Br:12]Br. The catalyst is C(O)(=O)C. The product is [Br:12][C:4]1[C:5](=[O:11])[N:6]([CH:8]([F:9])[F:10])[CH:7]=[C:2]([Br:1])[CH:3]=1. The yield is 0.665. (4) The reactants are Cl[CH2:2][C:3](Cl)=[O:4].[NH2:6][C:7]1[C:12]([N+:13]([O-:15])=[O:14])=[CH:11][CH:10]=[CH:9][C:8]=1[OH:16].C(=O)([O-])[O-].[K+].[K+]. The catalyst is C(Cl)(Cl)Cl.CC[N+](CC1C=CC=CC=1)(CC)CC.[Cl-]. The product is [N+:13]([C:12]1[C:7]2[NH:6][C:3](=[O:4])[CH2:2][O:16][C:8]=2[CH:9]=[CH:10][CH:11]=1)([O-:15])=[O:14]. The yield is 0.640. (5) The reactants are [NH:1]1[CH2:9][CH2:8][NH:7][CH2:6][CH2:5][NH:4][CH2:3][CH2:2]1.OC(C(F)(F)F)=O.Br[CH2:18][C:19]([NH2:21])=[O:20].C([O-])([O-])=O.[K+].[K+]. The catalyst is C(#N)C. The product is [N:1]1([CH2:18][C:19]([NH2:21])=[O:20])[CH2:9][CH2:8][NH:7][CH2:6][CH2:5][NH:4][CH2:3][CH2:2]1. The yield is 0.700. (6) The reactants are [C@H:1]1([C:8]([OH:10])=[O:9])[CH2:4][C@@H:3]([C:5]([OH:7])=[O:6])[CH2:2]1.[CH2:11](O)[C:12]1[CH:17]=[CH:16][CH:15]=[CH:14][CH:13]=1.CCN=C=NCCCN(C)C.Cl. The product is [CH2:11]([O:6][C:5]([C@@H:3]1[CH2:4][C@H:1]([C:8]([OH:10])=[O:9])[CH2:2]1)=[O:7])[C:12]1[CH:17]=[CH:16][CH:15]=[CH:14][CH:13]=1. The yield is 0.910. The catalyst is CN(C1C=CN=CC=1)C.CN(C=O)C.O. (7) The reactants are [C:1]([O:5][C:6]([NH:8][C@@H:9]([CH2:13][CH2:14][O:15][Si:16]([C:19]([CH3:22])([CH3:21])[CH3:20])([CH3:18])[CH3:17])[C:10]([OH:12])=[O:11])=[O:7])([CH3:4])([CH3:3])[CH3:2].[CH:23]1(O)[CH2:27][CH2:26][CH2:25][CH2:24]1.C(Cl)CCl. The catalyst is C(Cl)Cl.CN(C1C=CN=CC=1)C.C(OCC)(=O)C. The product is [CH:23]1([O:11][C:10](=[O:12])[C@@H:9]([NH:8][C:6]([O:5][C:1]([CH3:4])([CH3:3])[CH3:2])=[O:7])[CH2:13][CH2:14][O:15][Si:16]([C:19]([CH3:22])([CH3:21])[CH3:20])([CH3:18])[CH3:17])[CH2:27][CH2:26][CH2:25][CH2:24]1. The yield is 0.730.